From a dataset of Forward reaction prediction with 1.9M reactions from USPTO patents (1976-2016). Predict the product of the given reaction. (1) Given the reactants [CH3:1][C:2]1[CH:11]=[C:10]([CH2:12][O:13][C:14]2[CH:19]=[CH:18][C:17]([S:20]([NH:23][CH:24]3[CH2:29][CH2:28][NH:27][CH2:26][CH:25]3[C:30]([OH:32])=[O:31])(=[O:22])=[O:21])=[CH:16][CH:15]=2)[C:9]2[C:4](=[CH:5][CH:6]=[CH:7][CH:8]=2)[N:3]=1.C(N(CC)CC)C.[C:40]([N:44]=[C:45]=[O:46])([CH3:43])([CH3:42])[CH3:41], predict the reaction product. The product is: [C:40]([NH:44][C:45]([N:27]1[CH2:28][CH2:29][C@@H:24]([NH:23][S:20]([C:17]2[CH:18]=[CH:19][C:14]([O:13][CH2:12][C:10]3[C:9]4[C:4](=[CH:5][CH:6]=[CH:7][CH:8]=4)[N:3]=[C:2]([CH3:1])[CH:11]=3)=[CH:15][CH:16]=2)(=[O:21])=[O:22])[C@@H:25]([C:30]([OH:32])=[O:31])[CH2:26]1)=[O:46])([CH3:43])([CH3:42])[CH3:41]. (2) Given the reactants [C:1]([OH:5])(=O)[CH2:2][OH:3].[Cl:6][C:7]1[CH:12]=[C:11]([NH:13][C:14]2[C:23]3[C:18](=[CH:19][CH:20]=[CH:21][C:22]=3[O:24][CH2:25][C@H:26]([NH:28][CH3:29])[CH3:27])[N:17]=[CH:16][N:15]=2)[CH:10]=[CH:9][C:8]=1[OH:30], predict the reaction product. The product is: [Cl:6][C:7]1[CH:12]=[C:11]([NH:13][C:14]2[C:23]3[C:18](=[CH:19][CH:20]=[CH:21][C:22]=3[O:24][CH2:25][C@H:26]([N:28]([CH3:29])[C:1](=[O:5])[CH2:2][OH:3])[CH3:27])[N:17]=[CH:16][N:15]=2)[CH:10]=[CH:9][C:8]=1[OH:30]. (3) The product is: [Br:1][C:2]1[S:3][C:4]([C:8]([NH:33][CH2:32][C:28]2[CH:27]=[N:26][CH:31]=[CH:30][CH:29]=2)=[O:10])=[C:5]([CH3:7])[N:6]=1. Given the reactants [Br:1][C:2]1[S:3][C:4]([C:8]([OH:10])=O)=[C:5]([CH3:7])[N:6]=1.CN1CCOCC1.ClC(OCC(C)C)=O.[N:26]1[CH:31]=[CH:30][CH:29]=[C:28]([CH2:32][NH2:33])[CH:27]=1, predict the reaction product. (4) The product is: [C:1](=[O:5])=[O:2].[C:11]1([O:10][CH2:9][CH3:25])[CH:16]=[CH:15][CH:14]=[CH:13][CH:12]=1.[C:18]1([O:17][C:9]2[CH:41]=[CH:42][CH:37]=[CH:38][CH:39]=2)[CH:19]=[CH:20][CH:21]=[CH:22][CH:23]=1. Given the reactants [C:1](=O)([O:5]CC)[O:2]CC.[C:9](=O)([O:17][C:18]1[CH:23]=[CH:22][CH:21]=[CH:20][CH:19]=1)[O:10][C:11]1[CH:16]=[CH:15][CH:14]=[CH:13][CH:12]=1.[C:25]1(O)C=CC=CC=1.C(=O)(O[C:37]1[CH:42]=[CH:41]C=[CH:39][CH:38]=1)OCC, predict the reaction product.